From a dataset of Reaction yield outcomes from USPTO patents with 853,638 reactions. Predict the reaction yield, written as a fraction of the theoretical maximum amount of product (1.0 means a 100% yield; for example, 0.34 means a 34% yield). The reactants are Br[C:2]1[CH:15]=[C:14]2[CH2:16][C:11]3[C:12]4[C:13]2=[C:4]([CH2:5][CH2:6][C:7]=4[CH:8]=[CH:9][CH:10]=3)[CH:3]=1.C1(Cl)C(Cl)=C(Cl)C(=O)C(=O)C=1Cl. The catalyst is C1(C)C(C)=CC=CC=1. The product is [CH:3]1[C:4]2[CH2:5][CH2:6][C:7]3[CH:8]=[CH:9][CH:10]=[C:11]4[CH2:16][C:14]([C:13]=2[C:12]=34)=[CH:15][CH:2]=1. The yield is 0.810.